This data is from Full USPTO retrosynthesis dataset with 1.9M reactions from patents (1976-2016). The task is: Predict the reactants needed to synthesize the given product. (1) Given the product [O:7]=[C:1]([C:11]1[CH:12]=[CH:13][C:8]([CH3:14])=[CH:9][CH:10]=1)[CH2:2][CH2:3][C:4]([OH:6])=[O:5], predict the reactants needed to synthesize it. The reactants are: [C:1]1(=[O:7])[O:6][C:4](=[O:5])[CH2:3][CH2:2]1.[C:8]1([CH3:14])[CH:13]=[CH:12][CH:11]=[CH:10][CH:9]=1.[Al+3].[Cl-].[Cl-].[Cl-].CCOC(C)=O. (2) Given the product [Si:25]([O:15][CH2:14][CH:12]1[CH2:11][CH2:10][N:5]2[C:6]3[C:2]([CH:3]=[C:4]2[CH2:13]1)=[CH:1][CH:9]=[CH:8][CH:7]=3)([C:21]([CH3:24])([CH3:23])[CH3:22])([CH3:27])[CH3:26], predict the reactants needed to synthesize it. The reactants are: [CH:1]1[CH:9]=[CH:8][CH:7]=[C:6]2[C:2]=1[CH:3]=[C:4]1[CH2:13][CH:12]([CH2:14][OH:15])[CH2:11][CH2:10][N:5]12.N1C=CN=C1.[C:21]([Si:25](Cl)([CH3:27])[CH3:26])([CH3:24])([CH3:23])[CH3:22].O.